Dataset: Peptide-MHC class I binding affinity with 185,985 pairs from IEDB/IMGT. Task: Regression. Given a peptide amino acid sequence and an MHC pseudo amino acid sequence, predict their binding affinity value. This is MHC class I binding data. (1) The peptide sequence is MAMTGLPQA. The MHC is HLA-A03:01 with pseudo-sequence HLA-A03:01. The binding affinity (normalized) is 0.0847. (2) The peptide sequence is MEVQLVRQM. The MHC is HLA-B44:02 with pseudo-sequence HLA-B44:02. The binding affinity (normalized) is 0.567. (3) The MHC is HLA-B07:02 with pseudo-sequence HLA-B07:02. The binding affinity (normalized) is 0. The peptide sequence is IYVLVMLVL. (4) The peptide sequence is SVFQMYTRI. The MHC is H-2-Db with pseudo-sequence H-2-Db. The binding affinity (normalized) is 0.570. (5) The peptide sequence is FQPDNGQFI. The MHC is H-2-Db with pseudo-sequence H-2-Db. The binding affinity (normalized) is 0.402. (6) The peptide sequence is NNIEFNFTY. The MHC is HLA-A02:19 with pseudo-sequence HLA-A02:19. The binding affinity (normalized) is 0.0847. (7) The peptide sequence is FPKNDFVSF. The MHC is HLA-A30:01 with pseudo-sequence HLA-A30:01. The binding affinity (normalized) is 0.157. (8) The peptide sequence is QFNFNGHTY. The MHC is HLA-A02:01 with pseudo-sequence HLA-A02:01. The binding affinity (normalized) is 0. (9) The peptide sequence is EVRIPVDLV. The MHC is HLA-A02:02 with pseudo-sequence HLA-A02:02. The binding affinity (normalized) is 0.0212. (10) The peptide sequence is ELRSRYWAI. The MHC is HLA-B15:01 with pseudo-sequence HLA-B15:01. The binding affinity (normalized) is 0.0847.